Dataset: Forward reaction prediction with 1.9M reactions from USPTO patents (1976-2016). Task: Predict the product of the given reaction. (1) Given the reactants [S:1]([N:11]1[CH:15]=[CH:14][CH:13]=[C:12]1[CH:16]=[O:17])([C:4]1[CH:10]=[CH:9][C:7]([CH3:8])=[CH:6][CH:5]=1)(=[O:3])=[O:2].C(O[CH2:22][CH:23]=[CH2:24])(=O)C.O.CCN(CC)CC.CC1C(C)=C(C)C(C)=C(C)C=1C, predict the reaction product. The product is: [S:1]([N:11]1[CH:15]=[CH:14][CH:13]=[C:12]1[CH:16]([OH:17])[CH2:24][CH:23]=[CH2:22])([C:4]1[CH:5]=[CH:6][C:7]([CH3:8])=[CH:9][CH:10]=1)(=[O:2])=[O:3]. (2) Given the reactants [CH2:1]1[C:9]2[C:4](=[CH:5][CH:6]=[CH:7][CH:8]=2)[CH:3]=[C:2]1B(O)O.[N:13]1[C:17]2[CH:18]=[CH:19][CH:20]=[CH:21][C:16]=2[NH:15][CH:14]=1, predict the reaction product. The product is: [CH2:1]1[C:9]2[C:4](=[CH:5][CH:6]=[CH:7][CH:8]=2)[CH:3]=[C:2]1[N:13]1[C:17]2[CH:18]=[CH:19][CH:20]=[CH:21][C:16]=2[N:15]=[CH:14]1. (3) Given the reactants [C:1]([O:5][C:6]([N:8]1[CH2:13][CH2:12][CH2:11][CH2:10][C@H:9]1[C:14]([OH:16])=O)=[O:7])([CH3:4])([CH3:3])[CH3:2].[C:17]([NH:20][NH2:21])(=[O:19])[CH3:18].CCN(C(C)C)C(C)C.C(P1(=O)OP(CCC)(=O)OP(CCC)(=O)O1)CC, predict the reaction product. The product is: [C:17]([NH:20][NH:21][C:14]([C@@H:9]1[CH2:10][CH2:11][CH2:12][CH2:13][N:8]1[C:6]([O:5][C:1]([CH3:2])([CH3:3])[CH3:4])=[O:7])=[O:16])(=[O:19])[CH3:18]. (4) Given the reactants CC1(C)C(C)(C)OB([C:9]2[CH:10]=[CH:11][C:12]([NH2:15])=[N:13][CH:14]=2)O1.Cl[C:18]1[N:19]=[N:20][CH:21]=[CH:22][CH:23]=1.C1(C)C=CC=CC=1.C([O-])([O-])=O.[Na+].[Na+], predict the reaction product. The product is: [N:19]1[CH:18]=[CH:23][CH:22]=[C:21]([C:9]2[CH:10]=[CH:11][C:12]([NH2:15])=[N:13][CH:14]=2)[N:20]=1.